Dataset: Full USPTO retrosynthesis dataset with 1.9M reactions from patents (1976-2016). Task: Predict the reactants needed to synthesize the given product. (1) The reactants are: [CH:1]([C@@H:4]1[N:9]2[C:10]3[C:19]4[C:14](=[CH:15][CH:16]=[CH:17][CH:18]=4)[N:13]=[CH:12][C:11]=3[N:20]=[C:8]2[CH2:7][O:6][CH2:5]1)([CH3:3])[CH3:2].ClC1C=C(C=CC=1)C(OO)=[O:26].C([O-])([O-])=O.[Na+].[Na+]. Given the product [CH:1]([C@@H:4]1[N:9]2[C:10]3[C:19]4[C:14](=[CH:15][CH:16]=[CH:17][CH:18]=4)[N+:13]([O-:26])=[CH:12][C:11]=3[N:20]=[C:8]2[CH2:7][O:6][CH2:5]1)([CH3:3])[CH3:2], predict the reactants needed to synthesize it. (2) Given the product [Cl:15][C:13]1[CH:14]=[C:9]([CH:1]=[CH2:2])[CH:10]=[C:11]([Cl:27])[C:12]=1[N:16]1[CH:26]=[C:19]2[CH:20]=[N+:21]([O-:25])[CH:22]=[C:23]([F:24])[C:18]2=[N:17]1, predict the reactants needed to synthesize it. The reactants are: [CH2:1](N(CC)CC)[CH3:2].Br[C:9]1[CH:14]=[C:13]([Cl:15])[C:12]([N:16]2[CH:26]=[C:19]3[CH:20]=[N+:21]([O-:25])[CH:22]=[C:23]([F:24])[C:18]3=[N:17]2)=[C:11]([Cl:27])[CH:10]=1.C(Cl)(Cl)Cl. (3) Given the product [Cl:1][C:2]1[N:3]=[C:4]([N:12]2[CH2:17][CH2:16][O:15][CH2:14][CH2:13]2)[C:5]2[O:10][CH:9]=[CH:8][C:6]=2[N:7]=1, predict the reactants needed to synthesize it. The reactants are: [Cl:1][C:2]1[N:3]=[C:4](Cl)[C:5]2[O:10][CH:9]=[CH:8][C:6]=2[N:7]=1.[NH:12]1[CH2:17][CH2:16][O:15][CH2:14][CH2:13]1.